This data is from Catalyst prediction with 721,799 reactions and 888 catalyst types from USPTO. The task is: Predict which catalyst facilitates the given reaction. Reactant: [CH3:1][C:2]([O:5][C:6]([N:8]1[C@H:13]([CH2:14][CH3:15])[CH2:12][O:11][C@H:10]([C:16]([OH:18])=O)[CH2:9]1)=[O:7])([CH3:4])[CH3:3].[CH2:19]([NH2:26])[C:20]1[CH:25]=[CH:24][CH:23]=[CH:22][CH:21]=1.C1C=NC2N(O)N=NC=2C=1.C(Cl)CCl. Product: [CH2:14]([C@H:13]1[N:8]([C:6]([O:5][C:2]([CH3:1])([CH3:3])[CH3:4])=[O:7])[CH2:9][C@@H:10]([C:16]([NH:26][CH2:19][C:20]2[CH:25]=[CH:24][CH:23]=[CH:22][CH:21]=2)=[O:18])[O:11][CH2:12]1)[CH3:15]. The catalyst class is: 2.